Dataset: Reaction yield outcomes from USPTO patents with 853,638 reactions. Task: Predict the reaction yield, written as a fraction of the theoretical maximum amount of product (1.0 means a 100% yield; for example, 0.34 means a 34% yield). (1) The reactants are [H-].[Na+].[CH3:3][O:4][C:5]1[CH:14]=[C:13]2[C:8]([CH2:9][CH2:10][CH:11]([C:16]([O:18][CH3:19])=[O:17])[C:12]2=[O:15])=[CH:7][CH:6]=1.[CH3:20]I. The catalyst is C1COCC1. The product is [CH3:3][O:4][C:5]1[CH:14]=[C:13]2[C:8]([CH2:9][CH2:10][C:11]([CH3:20])([C:16]([O:18][CH3:19])=[O:17])[C:12]2=[O:15])=[CH:7][CH:6]=1. The yield is 0.730. (2) The reactants are [OH:1][C@H:2]1[CH2:6][N:5]([C:7]([O:9][C:10]([CH3:13])([CH3:12])[CH3:11])=[O:8])[C@H:4]([CH2:14][OH:15])[CH2:3]1.[Si:16](Cl)([C:19]([CH3:22])([CH3:21])[CH3:20])([CH3:18])[CH3:17].C(N(CC)CC)C. The catalyst is ClCCl.CN(C)C1C=CN=CC=1. The product is [Si:16]([O:15][CH2:14][C@@H:4]1[CH2:3][C@@H:2]([OH:1])[CH2:6][N:5]1[C:7]([O:9][C:10]([CH3:11])([CH3:12])[CH3:13])=[O:8])([C:19]([CH3:22])([CH3:21])[CH3:20])([CH3:18])[CH3:17]. The yield is 0.770. (3) The reactants are Br[C:2]1[CH:3]=[N:4][CH:5]=[CH:6][CH:7]=1.[CH3:8][CH:9]([OH:13])[CH2:10][CH:11]=[CH2:12].C(N(CC)CC)C.C(#N)C. The catalyst is O.C([O-])(=O)C.[Pd+2].C([O-])(=O)C.C1(C)C=CC=CC=1P(C1C=CC=CC=1C)C1C=CC=CC=1C. The product is [N:4]1[CH:5]=[CH:6][CH:7]=[C:2](/[CH:12]=[CH:11]/[CH2:10][CH:9]([OH:13])[CH3:8])[CH:3]=1. The yield is 0.810. (4) The reactants are Cl.[NH2:2][C@H:3]1[CH2:8][CH2:7][C@H:6]([OH:9])[CH2:5][CH2:4]1.C(N1[C:19](=[O:20])[C:18]2=[CH:21][CH:22]=[CH:23][CH:24]=[C:17]2[C:16]1=[O:25])(OCC)=O.C(N(CC)CC)C. The catalyst is C(Cl)Cl.O. The product is [OH:9][C@H:6]1[CH2:7][CH2:8][C@H:3]([N:2]2[C:19](=[O:20])[C:18]3[C:17](=[CH:24][CH:23]=[CH:22][CH:21]=3)[C:16]2=[O:25])[CH2:4][CH2:5]1. The yield is 0.760. (5) The reactants are [Si]([O:8][C@@H:9]1[C:13]2([CH2:15][CH2:14]2)[C:12](=[O:16])[N:11]([C:17]2[CH:24]=[CH:23][C:20]([C:21]#[N:22])=[C:19]([C:25]([F:28])([F:27])[F:26])[CH:18]=2)[C@H:10]1[CH3:29])(C(C)(C)C)(C)C.CO.Cl.C(=O)([O-])O.[Na+]. The catalyst is O1CCCC1. The product is [OH:8][C@@H:9]1[C:13]2([CH2:15][CH2:14]2)[C:12](=[O:16])[N:11]([C:17]2[CH:24]=[CH:23][C:20]([C:21]#[N:22])=[C:19]([C:25]([F:28])([F:26])[F:27])[CH:18]=2)[C@H:10]1[CH3:29]. The yield is 0.780. (6) The catalyst is O1CCCC1. The reactants are [CH3:1][C:2]1[O:6][C:5]([C:7]([O:9]C)=[O:8])=[CH:4][C:3]=1[C:11]1[N:15]([CH3:16])[N:14]=[CH:13][CH:12]=1.C1C(=O)N([Br:24])C(=O)C1.[OH-].[Na+]. The yield is 0.480. The product is [Br:24][C:12]1[CH:13]=[N:14][N:15]([CH3:16])[C:11]=1[C:3]1[CH:4]=[C:5]([C:7]([OH:9])=[O:8])[O:6][C:2]=1[CH3:1]. (7) The reactants are [CH2:1]([O:3][C:4]1[CH:13]=[C:12]2[C:7]([CH:8]=[CH:9][CH:10]=[C:11]2[NH2:14])=[CH:6][CH:5]=1)[CH3:2].[Li].CO.N. The catalyst is O1CCCC1.O. The product is [CH2:1]([O:3][C:4]1[CH2:13][C:12]2[C:11]([NH2:14])=[CH:10][CH:9]=[CH:8][C:7]=2[CH2:6][CH:5]=1)[CH3:2]. The yield is 0.760.